This data is from Forward reaction prediction with 1.9M reactions from USPTO patents (1976-2016). The task is: Predict the product of the given reaction. (1) Given the reactants [Si:1]([O:8][C@H:9]1[CH2:14][CH2:13][C@@:12]([C@H:16]2[CH2:24][CH2:23][C@@:22]3([CH3:25])[C@@H:18]([CH2:19][CH2:20][C:21]3=[CH2:26])[C@@H:17]2[CH2:27]O)([CH3:15])[C@@H:11]([CH2:29][O:30][Si:31]([C:34]([CH3:37])([CH3:36])[CH3:35])([CH3:33])[CH3:32])[CH2:10]1)([C:4]([CH3:7])([CH3:6])[CH3:5])([CH3:3])[CH3:2].CCN(CC)CC.CS(Cl)(=O)=O.[N:50]1[C:58]([NH2:59])=[C:57]2[C:53]([N:54]=[CH:55][NH:56]2)=[N:52][CH:51]=1.C(=O)([O-])[O-].[K+].[K+], predict the reaction product. The product is: [Si:1]([O:8][C@H:9]1[CH2:14][CH2:13][C@@:12]([C@H:16]2[CH2:24][CH2:23][C@@:22]3([CH3:25])[C@@H:18]([CH2:19][CH2:20][C:21]3=[CH2:26])[C@@H:17]2[CH2:27][N:54]2[CH:55]=[N:56][C:57]3[C:53]2=[N:52][CH:51]=[N:50][C:58]=3[NH2:59])([CH3:15])[C@@H:11]([CH2:29][O:30][Si:31]([C:34]([CH3:35])([CH3:36])[CH3:37])([CH3:33])[CH3:32])[CH2:10]1)([C:4]([CH3:6])([CH3:5])[CH3:7])([CH3:2])[CH3:3]. (2) Given the reactants [F:1][C:2]([F:16])([F:15])[C:3]1[N:8]=[C:7]([N:9]2[CH2:14][CH2:13][NH:12][CH2:11][CH2:10]2)[CH:6]=[CH:5][CH:4]=1.[C:17]([O:21][C:22]([NH:24][C@@H:25]1[CH2:29][CH2:28][C@:27]([CH:33]([CH3:35])[CH3:34])([C:30](O)=[O:31])[CH2:26]1)=[O:23])([CH3:20])([CH3:19])[CH3:18].C(N(CC)CC)C.F[P-](F)(F)(F)(F)F.N1(O[P+](N(C)C)(N(C)C)N(C)C)C2C=CC=CC=2N=N1, predict the reaction product. The product is: [CH:33]([C@:27]1([C:30]([N:12]2[CH2:11][CH2:10][N:9]([C:7]3[CH:6]=[CH:5][CH:4]=[C:3]([C:2]([F:1])([F:15])[F:16])[N:8]=3)[CH2:14][CH2:13]2)=[O:31])[CH2:28][CH2:29][C@@H:25]([NH:24][C:22](=[O:23])[O:21][C:17]([CH3:19])([CH3:18])[CH3:20])[CH2:26]1)([CH3:35])[CH3:34]. (3) The product is: [N:28]1[CH:33]=[CH:32][C:31]([N:34]2[CH2:11][CH2:12][N:13]([CH2:16][CH2:17][CH:18]3[CH2:19][C:20]4([CH2:24][CH2:25][CH2:27][CH2:26]4)[C:21](=[O:23])[O:22]3)[CH2:14][CH2:15]2)=[CH:30][CH:29]=1. Given the reactants N1C2C=CC=CC=2N=C1C1[CH2:15][CH2:14][N:13]([CH2:16][CH2:17][CH:18]2[O:22][C:21](=[O:23])[C:20]([CH2:26][CH3:27])([CH2:24][CH3:25])[CH2:19]2)[CH2:12][CH2:11]1.[N:28]1[CH:33]=[CH:32][C:31]([N:34]2CCNCC2)=[CH:30][CH:29]=1.N1(C2C=CC=CC=2C#N)CCNCC1.CC1C=CC(S(OCCC2CC3(CCCC3)C(=O)O2)(=O)=O)=CC=1.CC1C=CC(S(OCCC2CC(CC)(CC)C(=O)O2)(=O)=O)=CC=1, predict the reaction product. (4) Given the reactants [CH3:1][O:2][CH2:3][CH2:4][O:5][CH2:6][CH2:7][O:8][CH2:9][CH2:10][O:11][C:12]1[CH:13]=[C:14]([CH:17]=[C:18]([N+:20]([O-])=O)[CH:19]=1)[C:15]#[N:16].O.[NH4+].[Cl-], predict the reaction product. The product is: [NH2:20][C:18]1[CH:17]=[C:14]([CH:13]=[C:12]([O:11][CH2:10][CH2:9][O:8][CH2:7][CH2:6][O:5][CH2:4][CH2:3][O:2][CH3:1])[CH:19]=1)[C:15]#[N:16].